Dataset: Catalyst prediction with 721,799 reactions and 888 catalyst types from USPTO. Task: Predict which catalyst facilitates the given reaction. (1) Reactant: [N:1]1[N:2]2[CH:10]=[CH:9][CH:8]=[C:3]2[C:4]([NH2:7])=[N:5][CH:6]=1.[Al+3].[Cl-].[Cl-].[Cl-].[C:15](Cl)(=[O:17])[CH3:16].C(=O)(O)[O-].[Na+]. Product: [NH2:7][C:4]1[C:3]2=[CH:8][CH:9]=[C:10]([C:15](=[O:17])[CH3:16])[N:2]2[N:1]=[CH:6][N:5]=1. The catalyst class is: 641. (2) Reactant: NC1C=C(NC2C3C(=C(C4C=CC=C(OCC5C=CC=CC=5)C=4)C=CC=3)C=CN=2)C=CC=1.C[Si](N=C=O)(C)C.C([O:47][C:48]1[CH:49]=[C:50]([C:54]2[CH:63]=[CH:62][CH:61]=[C:60]3[C:55]=2[CH:56]=[CH:57][N:58]=[C:59]3[NH:64][C:65]2[CH:66]=[C:67]([NH:71][C:72]([NH2:74])=[O:73])[CH:68]=[CH:69][CH:70]=2)[CH:51]=[CH:52][CH:53]=1)C1C=CC=CC=1.B(Br)(Br)Br. Product: [OH:47][C:48]1[CH:49]=[C:50]([C:54]2[CH:63]=[CH:62][CH:61]=[C:60]3[C:55]=2[CH:56]=[CH:57][N:58]=[C:59]3[NH:64][C:65]2[CH:66]=[C:67]([NH:71][C:72]([NH2:74])=[O:73])[CH:68]=[CH:69][CH:70]=2)[CH:51]=[CH:52][CH:53]=1. The catalyst class is: 1.